From a dataset of Forward reaction prediction with 1.9M reactions from USPTO patents (1976-2016). Predict the product of the given reaction. (1) Given the reactants [C:1]([OH:20])(=[O:19])[CH2:2][CH2:3][CH2:4][CH2:5][CH2:6][CH2:7][CH2:8]/[CH:9]=[CH:10]\[CH2:11][CH2:12][CH2:13][CH2:14][CH2:15][CH2:16][CH2:17][CH3:18].CO.[CH:23](OC)(OC)OC.S(=O)(=O)(O)O, predict the reaction product. The product is: [C:1]([O:20][CH3:23])(=[O:19])[CH2:2][CH2:3][CH2:4][CH2:5][CH2:6][CH2:7][CH2:8]/[CH:9]=[CH:10]\[CH2:11][CH2:12][CH2:13][CH2:14][CH2:15][CH2:16][CH2:17][CH3:18]. (2) Given the reactants CO[C:3]1[C:14]2[CH:13]=[C:12]([C:15]([O:17][CH3:18])=[O:16])[CH2:11][CH2:10][CH2:9][NH:8][C:7]=2[N:6]=[CH:5][N:4]=1.P(Cl)(Cl)([Cl:21])=O, predict the reaction product. The product is: [Cl:21][C:3]1[C:14]2[CH:13]=[C:12]([C:15]([O:17][CH3:18])=[O:16])[CH2:11][CH2:10][CH2:9][NH:8][C:7]=2[N:6]=[CH:5][N:4]=1.